Dataset: Forward reaction prediction with 1.9M reactions from USPTO patents (1976-2016). Task: Predict the product of the given reaction. (1) Given the reactants C([O:3][C:4]([C@@H:6]1[C@@H:10]([CH2:11][CH2:12][C:13]2[CH:18]=[CH:17][CH:16]=[CH:15][CH:14]=2)[CH2:9][N:8]([C:19]([O:21][C:22]([CH3:25])([CH3:24])[CH3:23])=[O:20])[CH2:7]1)=[O:5])C.[Li+].[OH-], predict the reaction product. The product is: [C:22]([O:21][C:19]([N:8]1[CH2:9][C@H:10]([CH2:11][CH2:12][C:13]2[CH:18]=[CH:17][CH:16]=[CH:15][CH:14]=2)[C@@H:6]([C:4]([OH:5])=[O:3])[CH2:7]1)=[O:20])([CH3:25])([CH3:23])[CH3:24]. (2) Given the reactants [NH:1]1[C:10]2[C:5](=[CH:6][CH:7]=[C:8]([C:11]([O:13][CH3:14])=[O:12])[CH:9]=2)[CH2:4][CH2:3][CH2:2]1.[C:15]1([Bi]([C:15]2[CH:20]=[CH:19][CH:18]=[CH:17][CH:16]=2)[C:15]2[CH:20]=[CH:19][CH:18]=[CH:17][CH:16]=2)[CH:20]=[CH:19][CH:18]=[CH:17][CH:16]=1, predict the reaction product. The product is: [C:15]1([N:1]2[C:10]3[C:5](=[CH:6][CH:7]=[C:8]([C:11]([O:13][CH3:14])=[O:12])[CH:9]=3)[CH2:4][CH2:3][CH2:2]2)[CH:20]=[CH:19][CH:18]=[CH:17][CH:16]=1. (3) Given the reactants [Cl:1][C:2]1[CH:3]=[C:4](/[CH:8]=[CH:9]/[CH:10]2[CH2:15][CH2:14][N:13]([C:16](=[O:31])[CH2:17][N:18]3[CH2:23][CH2:22][N:21](C(OC(C)(C)C)=O)[CH2:20][CH2:19]3)[CH2:12][CH2:11]2)[CH:5]=[CH:6][CH:7]=1.[ClH:32].C(O)C, predict the reaction product. The product is: [ClH:1].[ClH:32].[Cl:1][C:2]1[CH:3]=[C:4](/[CH:8]=[CH:9]/[CH:10]2[CH2:15][CH2:14][N:13]([C:16](=[O:31])[CH2:17][N:18]3[CH2:23][CH2:22][NH:21][CH2:20][CH2:19]3)[CH2:12][CH2:11]2)[CH:5]=[CH:6][CH:7]=1. (4) Given the reactants O=C1C2C(=CC=CC=2)C(=O)[N:3]1[CH2:12][CH2:13][N:14]1[C:18]([CH3:19])=[C:17]([C:20]([NH:22][C:23]2[CH:28]=[CH:27][C:26]([O:29][C:30]3[C:39]4[C:34](=[CH:35][C:36]([O:40][CH3:41])=[CH:37][CH:38]=4)[N:33]=[CH:32][CH:31]=3)=[C:25]([F:42])[CH:24]=2)=[O:21])[C:16](=[O:43])[N:15]1[C:44]1[CH:49]=[CH:48][CH:47]=[CH:46][CH:45]=1.O.CCO.NN.C([O-])(O)=O.[Na+], predict the reaction product. The product is: [NH2:3][CH2:12][CH2:13][N:14]1[C:18]([CH3:19])=[C:17]([C:20]([NH:22][C:23]2[CH:28]=[CH:27][C:26]([O:29][C:30]3[C:39]4[C:34](=[CH:35][C:36]([O:40][CH3:41])=[CH:37][CH:38]=4)[N:33]=[CH:32][CH:31]=3)=[C:25]([F:42])[CH:24]=2)=[O:21])[C:16](=[O:43])[N:15]1[C:44]1[CH:45]=[CH:46][CH:47]=[CH:48][CH:49]=1. (5) Given the reactants COC1C=CC(P2(SP(C3C=CC(OC)=CC=3)(=S)S2)=S)=CC=1.[CH3:23][O:24][C:25]1[CH:30]=[CH:29][C:28]([N:31]2[CH2:36][CH2:35][O:34][CH2:33][CH2:32]2)=[CH:27][C:26]=1[NH:37][C:38]([C:40]1[NH:41][CH:42]=[CH:43][N:44]=1)=[S:39].[OH-].[K+], predict the reaction product. The product is: [NH:44]1[CH:43]=[CH:42][N:41]=[C:40]1[C:38]1[S:39][C:27]2[C:28]([N:31]3[CH2:32][CH2:33][O:34][CH2:35][CH2:36]3)=[CH:29][CH:30]=[C:25]([O:24][CH3:23])[C:26]=2[N:37]=1. (6) Given the reactants [N:1]1[CH:6]=[CH:5][CH:4]=[CH:3][C:2]=1[CH2:7][NH:8][CH2:9][C:10]1[CH:24]=[CH:23][C:13]([CH2:14][NH:15]C(=O)OC(C)(C)C)=[CH:12][CH:11]=1.S(Cl)(Cl)=O, predict the reaction product. The product is: [NH2:15][CH2:14][C:13]1[CH:12]=[CH:11][C:10]([CH2:9][NH:8][CH2:7][C:2]2[CH:3]=[CH:4][CH:5]=[CH:6][N:1]=2)=[CH:24][CH:23]=1.